This data is from Full USPTO retrosynthesis dataset with 1.9M reactions from patents (1976-2016). The task is: Predict the reactants needed to synthesize the given product. (1) Given the product [NH2:18][C:17]1[NH:22][N:21]=[C:4]([NH:7][C:8]2[CH:16]=[CH:15][C:14]([C:24]([OH:25])=[O:20])=[CH:10][CH:9]=2)[C:3]=1[C:2](=[O:19])[NH2:1], predict the reactants needed to synthesize it. The reactants are: [NH2:1][C:2](=[O:19])[C:3]([C:17]#[N:18])=[C:4]([NH:7][C:8]1[CH:9]=[C:10]([CH:14]=[CH:15][CH:16]=1)C(O)=O)SC.[OH2:20].[NH2:21][NH2:22].C[CH2:24][OH:25]. (2) Given the product [NH2:7][C:8]1[N:13]=[CH:12][N:11]=[C:10]2[N:14]([C@H:39]3[CH2:44][CH2:43][C@@H:42]([N:1]4[CH2:6][CH2:5][O:4][CH2:3][CH2:2]4)[CH2:41][CH2:40]3)[N:15]=[C:16]([C:17]3[CH:22]=[CH:21][C:20]([NH:23][C:24](=[O:36])[C:25]4[CH:30]=[CH:29][C:28]([C:31]([F:33])([F:34])[F:32])=[CH:27][C:26]=4[F:35])=[C:19]([O:37][CH3:38])[CH:18]=3)[C:9]=12.[NH2:7][C:8]1[N:13]=[CH:12][N:11]=[C:10]2[N:14]([C@H:39]3[CH2:44][CH2:43][C@H:42]([N:1]4[CH2:6][CH2:5][O:4][CH2:3][CH2:2]4)[CH2:41][CH2:40]3)[N:15]=[C:16]([C:17]3[CH:22]=[CH:21][C:20]([NH:23][C:24](=[O:36])[C:25]4[CH:30]=[CH:29][C:28]([C:31]([F:33])([F:34])[F:32])=[CH:27][C:26]=4[F:35])=[C:19]([O:37][CH3:38])[CH:18]=3)[C:9]=12, predict the reactants needed to synthesize it. The reactants are: [NH:1]1[CH2:6][CH2:5][O:4][CH2:3][CH2:2]1.[NH2:7][C:8]1[N:13]=[CH:12][N:11]=[C:10]2[N:14]([CH:39]3[CH2:44][CH2:43][C:42](=O)[CH2:41][CH2:40]3)[N:15]=[C:16]([C:17]3[CH:22]=[CH:21][C:20]([NH:23][C:24](=[O:36])[C:25]4[CH:30]=[CH:29][C:28]([C:31]([F:34])([F:33])[F:32])=[CH:27][C:26]=4[F:35])=[C:19]([O:37][CH3:38])[CH:18]=3)[C:9]=12.C(O)(=O)C.C(O[BH-](OC(=O)C)OC(=O)C)(=O)C.[Na+].C(=O)(O)[O-].[Na+]. (3) Given the product [CH3:30][C@H:5]1[CH2:4][C@@H:3]([NH:2][C:32]2[CH:37]=[CH:36][CH:35]=[CH:34][N:33]=2)[C:12]2[C:7](=[CH:8][CH:9]=[C:10]([C:13]3[CH:18]=[CH:17][C:16]([C:19]([N:21]4[CH2:26][CH2:25][O:24][CH2:23][CH2:22]4)=[O:20])=[CH:15][N:14]=3)[CH:11]=2)[N:6]1[C:27](=[O:29])[CH3:28], predict the reactants needed to synthesize it. The reactants are: Cl.[NH2:2][C@H:3]1[C:12]2[C:7](=[CH:8][CH:9]=[C:10]([C:13]3[CH:18]=[CH:17][C:16]([C:19]([N:21]4[CH2:26][CH2:25][O:24][CH2:23][CH2:22]4)=[O:20])=[CH:15][N:14]=3)[CH:11]=2)[N:6]([C:27](=[O:29])[CH3:28])[C@@H:5]([CH3:30])[CH2:4]1.Br[C:32]1[CH:37]=[CH:36][CH:35]=[CH:34][N:33]=1.C1(P(C2CCCCC2)C2C=CC=CC=2C2C(N(C)C)=CC=CC=2)CCCCC1.CC(C)([O-])C.[Na+].